From a dataset of Reaction yield outcomes from USPTO patents with 853,638 reactions. Predict the reaction yield, written as a fraction of the theoretical maximum amount of product (1.0 means a 100% yield; for example, 0.34 means a 34% yield). (1) The reactants are [NH2:1][C:2]1[C:11]2[C:6](=[C:7](Br)[CH:8]=[CH:9][CH:10]=2)[N:5]=[N:4][C:3]=1[C:13]([NH:15][CH2:16][CH2:17][CH3:18])=[O:14].[Cl:19][C:20]1[CH:25]=[CH:24][C:23]([Cl:26])=[CH:22][C:21]=1B(O)O. No catalyst specified. The product is [NH2:1][C:2]1[C:11]2[C:6](=[C:7]([C:24]3[CH:25]=[C:20]([Cl:19])[CH:21]=[CH:22][C:23]=3[Cl:26])[CH:8]=[CH:9][CH:10]=2)[N:5]=[N:4][C:3]=1[C:13]([NH:15][CH2:16][CH2:17][CH3:18])=[O:14]. The yield is 0.470. (2) The yield is 0.570. The product is [F:10][C:11]1[CH:12]=[C:13]([N+:18]([O-:20])=[O:19])[CH:14]=[CH:15][C:16]=1[O:9][C:6]1[CH:5]=[CH:4][C:3]([O:2][CH3:1])=[N:8][CH:7]=1. The catalyst is CN1CCCC1=O. The reactants are [CH3:1][O:2][C:3]1[N:8]=[CH:7][C:6]([OH:9])=[CH:5][CH:4]=1.[F:10][C:11]1[CH:12]=[C:13]([N+:18]([O-:20])=[O:19])[CH:14]=[CH:15][C:16]=1F.C(=O)([O-])[O-].[Cs+].[Cs+].O.